Task: Predict the product of the given reaction.. Dataset: Forward reaction prediction with 1.9M reactions from USPTO patents (1976-2016) (1) Given the reactants [CH3:1][N:2]1[C:6]([C:7]([NH:9][C:10]2[CH:11]=[C:12]([C:16]#[C:17][C:18]3[CH:19]=[C:20]([C:24]([N:26]=[S:27]([C:30]4[CH:31]=[C:32]([CH2:36][C:37](O)=[O:38])[CH:33]=[CH:34][CH:35]=4)([CH3:29])=[O:28])=[O:25])[CH:21]=[N:22][CH:23]=3)[CH:13]=[CH:14][CH:15]=2)=[O:8])=[CH:5][C:4]([CH3:40])=[N:3]1.[NH2:41][CH2:42][CH2:43][N:44]1[CH2:49][CH2:48][O:47][CH2:46][CH2:45]1, predict the reaction product. The product is: [CH3:1][N:2]1[C:6]([C:7]([NH:9][C:10]2[CH:11]=[C:12]([C:16]#[C:17][C:18]3[CH:23]=[N:22][CH:21]=[C:20]([CH:19]=3)[C:24]([N:26]=[S:27]([CH3:29])([C:30]3[CH:35]=[CH:34][CH:33]=[C:32]([CH2:36][C:37]([NH:41][CH2:42][CH2:43][N:44]4[CH2:49][CH2:48][O:47][CH2:46][CH2:45]4)=[O:38])[CH:31]=3)=[O:28])=[O:25])[CH:13]=[CH:14][CH:15]=2)=[O:8])=[CH:5][C:4]([CH3:40])=[N:3]1. (2) Given the reactants [CH3:1][O:2][C:3]([CH:5]1[CH2:9][C:8](=O)[CH2:7][N:6]1[C:11]([O:13][CH2:14][C:15]1[CH:20]=[CH:19][CH:18]=[CH:17][CH:16]=1)=[O:12])=[O:4].[CH2:21]([SH:25])[CH2:22][CH2:23][SH:24], predict the reaction product. The product is: [CH3:1][O:2][C:3]([CH:5]1[CH2:9][C:8]2([S:25][CH2:21][CH2:22][CH2:23][S:24]2)[CH2:7][N:6]1[C:11]([O:13][CH2:14][C:15]1[CH:20]=[CH:19][CH:18]=[CH:17][CH:16]=1)=[O:12])=[O:4]. (3) Given the reactants Cl[C:2]1[CH:7]=[C:6](F)[CH:5]=[CH:4][C:3]=1[CH2:9][C:10]([NH2:12])=O.[Cl:13][C:14]1[CH:19]=[C:18]([Cl:20])[CH:17]=[CH:16][C:15]=1[CH2:21][C:22]([NH2:24])=[O:23], predict the reaction product. The product is: [C:9]1([C@H:21]2[C@H:21]([C:15]3[CH:16]=[CH:17][C:18]([Cl:20])=[CH:19][C:14]=3[Cl:13])[C:22](=[O:23])[NH:24][C:22]2=[O:23])[C:3]2=[C:4]3[C:5](=[CH:6][CH:7]=[CH:2]2)[CH2:19][CH2:14][CH2:15][N:12]3[CH:10]=1. (4) The product is: [CH3:9][C:8]1[C:3]([CH2:2][N:33]2[C:34]3[C:30](=[CH:29][C:28]([N:23]4[CH:27]=[N:26][CH:25]=[N:24]4)=[CH:36][CH:35]=3)[CH:31]=[CH:32]2)=[N:4][CH:5]=[C:6]([CH:10]2[CH2:15][CH2:14][N:13]([C:16]([O:18][C:19]([CH3:22])([CH3:21])[CH3:20])=[O:17])[CH2:12][CH2:11]2)[CH:7]=1. Given the reactants O[CH2:2][C:3]1[C:8]([CH3:9])=[CH:7][C:6]([CH:10]2[CH2:15][CH2:14][N:13]([C:16]([O:18][C:19]([CH3:22])([CH3:21])[CH3:20])=[O:17])[CH2:12][CH2:11]2)=[CH:5][N:4]=1.[N:23]1([C:28]2[CH:29]=[C:30]3[C:34](=[CH:35][CH:36]=2)[NH:33][CH:32]=[CH:31]3)[CH:27]=[N:26][CH:25]=[N:24]1, predict the reaction product.